Dataset: NCI-60 drug combinations with 297,098 pairs across 59 cell lines. Task: Regression. Given two drug SMILES strings and cell line genomic features, predict the synergy score measuring deviation from expected non-interaction effect. (1) Drug 1: C1=CC(=C2C(=C1NCCNCCO)C(=O)C3=C(C=CC(=C3C2=O)O)O)NCCNCCO. Drug 2: CN(C(=O)NC(C=O)C(C(C(CO)O)O)O)N=O. Cell line: IGROV1. Synergy scores: CSS=42.5, Synergy_ZIP=4.40, Synergy_Bliss=4.75, Synergy_Loewe=-54.5, Synergy_HSA=5.79. (2) Drug 1: CN(C)N=NC1=C(NC=N1)C(=O)N. Drug 2: CC=C1C(=O)NC(C(=O)OC2CC(=O)NC(C(=O)NC(CSSCCC=C2)C(=O)N1)C(C)C)C(C)C. Cell line: NCI/ADR-RES. Synergy scores: CSS=-1.57, Synergy_ZIP=-0.508, Synergy_Bliss=-2.78, Synergy_Loewe=-2.78, Synergy_HSA=-3.45. (3) Drug 1: CNC(=O)C1=CC=CC=C1SC2=CC3=C(C=C2)C(=NN3)C=CC4=CC=CC=N4. Drug 2: C1C(C(OC1N2C=NC(=NC2=O)N)CO)O. Cell line: OVCAR-4. Synergy scores: CSS=11.0, Synergy_ZIP=-5.84, Synergy_Bliss=-1.34, Synergy_Loewe=-2.32, Synergy_HSA=-0.0942. (4) Drug 1: CC(C)NC(=O)C1=CC=C(C=C1)CNNC.Cl. Drug 2: CC1C(C(CC(O1)OC2CC(CC3=C2C(=C4C(=C3O)C(=O)C5=CC=CC=C5C4=O)O)(C(=O)C)O)N)O. Cell line: UACC62. Synergy scores: CSS=60.7, Synergy_ZIP=-4.03, Synergy_Bliss=-3.51, Synergy_Loewe=-28.1, Synergy_HSA=-0.647.